This data is from Reaction yield outcomes from USPTO patents with 853,638 reactions. The task is: Predict the reaction yield, written as a fraction of the theoretical maximum amount of product (1.0 means a 100% yield; for example, 0.34 means a 34% yield). (1) The reactants are [Br:1][C:2]1[CH:9]=[C:8]([O:10][CH:11]2[CH2:16][CH2:15][CH2:14][CH2:13][O:12]2)[CH:7]=[C:6]([OH:17])[C:3]=1[CH:4]=[O:5].C([O-])([O-])=O.[K+].[K+].[CH2:24](Br)[C:25]1[CH:30]=[CH:29][CH:28]=[CH:27][CH:26]=1. The catalyst is CN(C=O)C.C(OCC)(=O)C. The product is [CH2:24]([O:17][C:6]1[CH:7]=[C:8]([O:10][CH:11]2[CH2:16][CH2:15][CH2:14][CH2:13][O:12]2)[CH:9]=[C:2]([Br:1])[C:3]=1[CH:4]=[O:5])[C:25]1[CH:30]=[CH:29][CH:28]=[CH:27][CH:26]=1. The yield is 0.970. (2) The reactants are O([C:8]1[CH:13]=[CH:12][C:11]([NH:14][N:15]=[C:16]([C:19]#[N:20])[C:17]#[N:18])=[CH:10][CH:9]=1)C1C=CC=CC=1.O([C:22]1[CH:27]=[CH:26][C:25](N)=[CH:24][CH:23]=1)[C:22]1[CH:27]=[CH:26][CH:25]=[CH:24][CH:23]=1.C(#N)CC#N.[OH2:40].[NH2:41][NH2:42]. No catalyst specified. The product is [NH2:18][C:17]1[C:16](=[N:15][NH:14][C:11]2[CH:12]=[CH:13][C:8]([O:40][C:22]3[CH:27]=[CH:26][CH:25]=[CH:24][CH:23]=3)=[CH:9][CH:10]=2)[C:19]([NH2:20])=[N:42][N:41]=1. The yield is 0.610. (3) The reactants are [NH2:1][C:2]1[N:7]=[C:6]([CH2:8][OH:9])[C:5]([C:10]2[CH:15]=[CH:14][C:13]([NH:16][CH2:17][C:18]3[CH:23]=[CH:22][C:21]([Cl:24])=[CH:20][CH:19]=3)=[CH:12][CH:11]=2)=[C:4]([NH2:25])[N:3]=1.[H-].[Na+].[CH3:28]O. No catalyst specified. The product is [Cl:24][C:21]1[CH:22]=[CH:23][C:18]([CH2:17][NH:16][C:13]2[CH:14]=[CH:15][C:10]([C:5]3[C:4]([NH2:25])=[N:3][C:2]([NH2:1])=[N:7][C:6]=3[CH2:8][O:9][CH3:28])=[CH:11][CH:12]=2)=[CH:19][CH:20]=1. The yield is 0.380. (4) The reactants are [CH3:1][O:2][C:3]([C:5]1[CH:10]=[CH:9][N:8]=[C:7]([C:11]([OH:13])=O)[CH:6]=1)=[O:4].[Cl-].[Mg+2].[Cl-].Cl.[CH2:18]([NH2:20])[CH3:19].C(N(CC)CC)C. The catalyst is ClCCl. The yield is 0.490. The product is [CH2:18]([NH:20][C:11]([C:7]1[CH:6]=[C:5]([CH:10]=[CH:9][N:8]=1)[C:3]([O:2][CH3:1])=[O:4])=[O:13])[CH3:19].